From a dataset of Catalyst prediction with 721,799 reactions and 888 catalyst types from USPTO. Predict which catalyst facilitates the given reaction. (1) Reactant: [Cl:1][C:2]1[CH:3]=[CH:4][C:5]([O:18][CH2:19][CH:20]([CH3:22])[CH3:21])=[C:6]([CH2:8][N:9]2[C:13]([CH3:14])=[CH:12][C:11]([C:15]([OH:17])=O)=[N:10]2)[CH:7]=1.Cl.CN(C)CCCN=C=NCC.O.ON1C2C=CC=CC=2N=N1.C(N(CC)CC)C.[NH2:53][C:54]1[CH:55]=[C:56]2[C:61](=[CH:62][CH:63]=1)[CH2:60][N:59]([C:64]([O:66][C:67]([CH3:70])([CH3:69])[CH3:68])=[O:65])[CH2:58][CH2:57]2. Product: [Cl:1][C:2]1[CH:3]=[CH:4][C:5]([O:18][CH2:19][CH:20]([CH3:22])[CH3:21])=[C:6]([CH2:8][N:9]2[C:13]([CH3:14])=[CH:12][C:11]([C:15]([NH:53][C:54]3[CH:55]=[C:56]4[C:61](=[CH:62][CH:63]=3)[CH2:60][N:59]([C:64]([O:66][C:67]([CH3:70])([CH3:69])[CH3:68])=[O:65])[CH2:58][CH2:57]4)=[O:17])=[N:10]2)[CH:7]=1. The catalyst class is: 2. (2) Reactant: [F:1][C:2]1[CH:3]=[C:4]([N:11]2[C:15](=[O:16])[CH2:14][C:13]3([CH2:21][CH2:20][N:19]([C:22]([O:24][C:25]([CH3:28])([CH3:27])[CH3:26])=[O:23])[CH2:18][CH2:17]3)[CH2:12]2)[CH:5]=[CH:6][C:7]=1[N+:8]([O-])=O. Product: [NH2:8][C:7]1[CH:6]=[CH:5][C:4]([N:11]2[C:15](=[O:16])[CH2:14][C:13]3([CH2:21][CH2:20][N:19]([C:22]([O:24][C:25]([CH3:27])([CH3:26])[CH3:28])=[O:23])[CH2:18][CH2:17]3)[CH2:12]2)=[CH:3][C:2]=1[F:1]. The catalyst class is: 707. (3) Reactant: [Cl:1][C:2]1[C:7]([O:8][CH3:9])=[CH:6][CH:5]=[CH:4][C:3]=1[C:10]1[C:11](=[O:17])[NH:12][C:13](=[O:16])[NH:14][CH:15]=1.[CH3:18][Si](C([Si](C)(C)C)C(N)=O)(C)C.[F:30][C:31]1[C:38]([C:39]([F:42])([F:41])[F:40])=[CH:37][CH:36]=[CH:35][C:32]=1CBr. Product: [Cl:1][C:2]1[C:7]([O:8][CH3:9])=[CH:6][CH:5]=[CH:4][C:3]=1[C:10]1[C:11](=[O:17])[NH:12][C:13](=[O:16])[N:14]([CH2:18][C:31]2([F:30])[C:38]([C:39]([F:40])([F:41])[F:42])=[CH:37][CH:36]=[CH:35][CH2:32]2)[CH:15]=1. The catalyst class is: 10. (4) Reactant: [CH3:1][O:2][CH2:3][O:4][C:5]1[CH:10]=[C:9]([O:11][CH2:12][O:13][CH3:14])[CH:8]=[CH:7][C:6]=1[C:15]1[CH2:24][CH2:23][C:18]2([O:22][CH2:21][CH2:20][O:19]2)[CH2:17][CH:16]=1. Product: [CH3:1][O:2][CH2:3][O:4][C:5]1[CH:10]=[C:9]([O:11][CH2:12][O:13][CH3:14])[CH:8]=[CH:7][C:6]=1[CH:15]1[CH2:24][CH2:23][C:18]2([O:19][CH2:20][CH2:21][O:22]2)[CH2:17][CH2:16]1. The catalyst class is: 45. (5) Reactant: C([O:3][C:4](=O)[NH:5][CH2:6][CH2:7][C:8]1[CH:13]=[CH:12][CH:11]=[CH:10][C:9]=1[C:14]([F:17])([F:16])[F:15])C.O=P12OP3(OP(OP(O3)(O1)=O)(=O)O2)=O. Product: [F:15][C:14]([F:17])([F:16])[C:9]1[CH:10]=[CH:11][CH:12]=[C:13]2[C:8]=1[CH2:7][CH2:6][NH:5][C:4]2=[O:3]. The catalyst class is: 265.